The task is: Predict the reactants needed to synthesize the given product.. This data is from Full USPTO retrosynthesis dataset with 1.9M reactions from patents (1976-2016). (1) Given the product [N:1]1[CH:6]=[CH:5][CH:4]=[C:3]([NH:7][C:8]([C:10]2[C:18]3[C:17]4[CH:19]=[C:20]([NH:23][C:26](=[O:28])[CH3:27])[CH:21]=[CH:22][C:16]=4[O:15][C:14]=3[C:13]([O:24][CH3:25])=[CH:12][CH:11]=2)=[O:9])[CH:2]=1, predict the reactants needed to synthesize it. The reactants are: [N:1]1[CH:6]=[CH:5][CH:4]=[C:3]([NH:7][C:8]([C:10]2[C:18]3[C:17]4[CH:19]=[C:20]([NH2:23])[CH:21]=[CH:22][C:16]=4[O:15][C:14]=3[C:13]([O:24][CH3:25])=[CH:12][CH:11]=2)=[O:9])[CH:2]=1.[C:26](Cl)(=[O:28])[CH3:27].N1C=CC=CC=1. (2) The reactants are: [S:1]1[CH:5]=[CH:4][CH:3]=[C:2]1[C:6]([NH2:8])=[O:7].[Cl:9][C:10]([Cl:14])([CH3:13])[CH:11]=O.[NH:15]1[C:19]2[CH:20]=[CH:21][CH:22]=[CH:23][C:18]=2[N:17]=[N:16]1.C1(C)C=CC(S(O)(=O)=O)=CC=1. Given the product [N:15]1([CH:11]([NH:8][C:6]([C:2]2[S:1][CH:5]=[CH:4][CH:3]=2)=[O:7])[C:10]([Cl:14])([Cl:9])[CH3:13])[C:19]2[CH:20]=[CH:21][CH:22]=[CH:23][C:18]=2[N:17]=[N:16]1, predict the reactants needed to synthesize it. (3) Given the product [F:11][C:3]1[C:2]([C:12]#[N:13])=[C:10]2[C:6]([CH:7]=[CH:8][NH:9]2)=[CH:5][CH:4]=1, predict the reactants needed to synthesize it. The reactants are: Br[C:2]1[C:3]([F:11])=[CH:4][CH:5]=[C:6]2[C:10]=1[NH:9][CH:8]=[CH:7]2.[CH3:12][N:13](C=O)C.